From a dataset of Reaction yield outcomes from USPTO patents with 853,638 reactions. Predict the reaction yield, written as a fraction of the theoretical maximum amount of product (1.0 means a 100% yield; for example, 0.34 means a 34% yield). (1) The reactants are [CH2:1]([O:3][C:4]([C:6]1[CH:11]=[CH:10][CH:9]=[C:8]([CH2:12]Br)[N:7]=1)=[O:5])[CH3:2].[I:14][C:15]1[CH:20]=[CH:19][C:18]([OH:21])=[CH:17][CH:16]=1.C(=O)([O-])[O-].[K+].[K+]. The catalyst is CC(C)=O. The product is [CH2:1]([O:3][C:4]([C:6]1[CH:11]=[CH:10][CH:9]=[C:8]([CH2:12][O:21][C:18]2[CH:19]=[CH:20][C:15]([I:14])=[CH:16][CH:17]=2)[N:7]=1)=[O:5])[CH3:2]. The yield is 0.750. (2) The reactants are [NH:1]1[C:9]2[C:4](=[CH:5][CH:6]=[CH:7][CH:8]=2)[CH:3]=[C:2]1[CH2:10][CH2:11][N:12]([CH2:36][CH2:37][O:38][Si](C(C)(C)C)(C)C)[C:13]([N:15]1[CH2:20][CH2:19][CH:18]([CH2:21][CH2:22][NH:23][C:24](=[O:35])[CH2:25][O:26][CH2:27][C:28]2[CH:33]=[CH:32][C:31]([F:34])=[CH:30][CH:29]=2)[CH2:17][CH2:16]1)=[O:14].[F-].C([N+](CCCC)(CCCC)CCCC)CCC. The catalyst is C1COCC1. The product is [NH:1]1[C:9]2[C:4](=[CH:5][CH:6]=[CH:7][CH:8]=2)[CH:3]=[C:2]1[CH2:10][CH2:11][N:12]([CH2:36][CH2:37][OH:38])[C:13]([N:15]1[CH2:20][CH2:19][CH:18]([CH2:21][CH2:22][NH:23][C:24](=[O:35])[CH2:25][O:26][CH2:27][C:28]2[CH:29]=[CH:30][C:31]([F:34])=[CH:32][CH:33]=2)[CH2:17][CH2:16]1)=[O:14]. The yield is 0.370. (3) No catalyst specified. The product is [CH2:12]([O:11][C:8]([C:6]1[CH:7]=[CH:15][O:16][N:3]=1)=[O:10])[CH3:13]. The reactants are C([N:3]([CH2:6][CH3:7])CC)C.[C:8]([O:11][CH:12]=[CH2:13])(=[O:10])C.C[CH2:15][O:16]CC. The yield is 0.880. (4) The reactants are [CH:1]([N:4]1[C:9](=[O:10])[CH:8]([CH2:11][C:12](=[O:19])[C:13]2[CH:18]=[CH:17][CH:16]=[CH:15][CH:14]=2)[C:7](=O)[NH:6][C:5]1=[O:21])([CH3:3])[CH3:2].P(Cl)(Cl)([Cl:24])=O. The catalyst is CC[N+](CC1C=CC=CC=1)(CC)CC.[Cl-]. The product is [Cl:24][C:7]1[NH:6][C:5](=[O:21])[N:4]([CH:1]([CH3:3])[CH3:2])[C:9](=[O:10])[C:8]=1[CH2:11][C:12](=[O:19])[C:13]1[CH:18]=[CH:17][CH:16]=[CH:15][CH:14]=1. The yield is 0.190. (5) The reactants are [K].[O-]CCCC.Cl[C:8]1[N:16]=[C:15]2[C:11]([N:12]=[CH:13][N:14]2[CH:17]2[CH2:22][CH2:21][CH2:20][CH2:19][O:18]2)=[C:10]([NH2:23])[N:9]=1.[CH3:24][O:25][CH2:26][CH:27]([OH:29])[CH3:28]. No catalyst specified. The product is [CH3:28][CH:27]([O:29][C:8]1[N:16]=[C:15]2[C:11]([N:12]=[CH:13][N:14]2[CH:17]2[CH2:22][CH2:21][CH2:20][CH2:19][O:18]2)=[C:10]([NH2:23])[N:9]=1)[CH2:26][O:25][CH3:24]. The yield is 0.847. (6) The reactants are [CH:1]12[CH2:10][CH:5]3[CH2:6][CH:7]([CH2:9][CH:3]([CH2:4]3)[CH:2]1[NH:11][C:12]([N:14]1[CH2:19][CH2:18][C:17]3([C:27]4[C:22](=[CH:23][CH:24]=[CH:25][CH:26]=4)[NH:21][CH2:20]3)[CH2:16][CH2:15]1)=[O:13])[CH2:8]2.[C:28]1(=[O:34])[O:33][C:31](=[O:32])[CH2:30][CH2:29]1. The catalyst is C(Cl)Cl. The product is [CH:1]12[CH2:10][CH:5]3[CH2:6][CH:7]([CH2:9][CH:3]([CH2:4]3)[CH:2]1[NH:11][C:12]([N:14]1[CH2:15][CH2:16][C:17]3([C:27]4[C:22](=[CH:23][CH:24]=[CH:25][CH:26]=4)[N:21]([C:28](=[O:34])[CH2:29][CH2:30][C:31]([OH:33])=[O:32])[CH2:20]3)[CH2:18][CH2:19]1)=[O:13])[CH2:8]2. The yield is 0.740. (7) The reactants are [CH:1]1([N:6]2[CH2:11][CH2:10][CH:9]([O:12][C:13]3[CH:18]=[CH:17][C:16]([N+:19]([O-])=O)=[CH:15][CH:14]=3)[CH2:8][CH2:7]2)[CH2:5][CH2:4][CH2:3][CH2:2]1. The catalyst is CO. The product is [CH:1]1([N:6]2[CH2:11][CH2:10][CH:9]([O:12][C:13]3[CH:14]=[CH:15][C:16]([NH2:19])=[CH:17][CH:18]=3)[CH2:8][CH2:7]2)[CH2:2][CH2:3][CH2:4][CH2:5]1. The yield is 0.860. (8) The reactants are [Cl:1][C:2]1[N:10]=[C:9]2[C:5]([N:6]=[CH:7][NH:8]2)=[C:4](Cl)[N:3]=1.Cl.[CH3:13][O:14][C:15](=[O:24])[C:16]1[CH:21]=[CH:20][C:19]([CH2:22][NH2:23])=[CH:18][CH:17]=1.C([O-])(O)=O.[Na+]. The catalyst is O. The product is [CH3:13][O:14][C:15](=[O:24])[C:16]1[CH:21]=[CH:20][C:19]([CH2:22][NH:23][C:4]2[N:3]=[C:2]([Cl:1])[N:10]=[C:9]3[C:5]=2[N:6]=[CH:7][NH:8]3)=[CH:18][CH:17]=1. The yield is 0.600. (9) The reactants are [Cl:1][C:2]1[CH:3]=[C:4]([C:13](=O)[CH3:14])[CH:5]=[CH:6][C:7]=1[O:8][CH2:9][CH:10]([F:12])[F:11].[CH3:16][C:17]([S@:20]([NH2:22])=[O:21])([CH3:19])[CH3:18]. The product is [Cl:1][C:2]1[CH:3]=[C:4]([CH:13]([NH:22][S@@:20]([C:17]([CH3:19])([CH3:18])[CH3:16])=[O:21])[CH3:14])[CH:5]=[CH:6][C:7]=1[O:8][CH2:9][CH:10]([F:12])[F:11]. No catalyst specified. The yield is 0.620.